From a dataset of Forward reaction prediction with 1.9M reactions from USPTO patents (1976-2016). Predict the product of the given reaction. (1) The product is: [Cl:18][C:16]1[CH:15]=[C:11]([CH:10]=[C:9]([N:6]2[CH2:5][CH2:4][CH:3]([NH:2][C:27]([C:23]3[NH:24][C:25]([CH3:26])=[C:21]([C:19]#[N:20])[C:22]=3[CH3:30])=[O:28])[CH2:8][CH2:7]2)[N:17]=1)[C:12]([NH2:14])=[O:13]. Given the reactants Cl.[NH2:2][CH:3]1[CH2:8][CH2:7][N:6]([C:9]2[CH:10]=[C:11]([CH:15]=[C:16]([Cl:18])[N:17]=2)[C:12]([NH2:14])=[O:13])[CH2:5][CH2:4]1.[C:19]([C:21]1[C:22]([CH3:30])=[C:23]([C:27](O)=[O:28])[NH:24][C:25]=1[CH3:26])#[N:20], predict the reaction product. (2) Given the reactants [CH2:1]([O:3][C:4]([C:6]1[C:15](=[O:16])[C:14]2[C:9](=[CH:10][C:11]([F:27])=[C:12]([C:17]#[C:18][C:19]3[CH:24]=[CH:23][C:22]([F:25])=[CH:21][C:20]=3[F:26])[CH:13]=2)[N:8]([C@H:28]([C:33]([CH3:41])([CH3:40])[O:34][SiH2:35][C:36]([CH3:39])([CH3:38])[CH3:37])[C:29]([CH3:32])([CH3:31])[CH3:30])[CH:7]=1)=[O:5])[CH3:2], predict the reaction product. The product is: [CH2:1]([O:3][C:4]([C:6]1[C:15](=[O:16])[C:14]2[C:9](=[CH:10][C:11]([F:27])=[C:12]([CH2:17][CH2:18][C:19]3[CH:24]=[CH:23][C:22]([F:25])=[CH:21][C:20]=3[F:26])[CH:13]=2)[N:8]([C@H:28]([C:33]([CH3:40])([CH3:41])[O:34][SiH2:35][C:36]([CH3:39])([CH3:38])[CH3:37])[C:29]([CH3:32])([CH3:30])[CH3:31])[CH:7]=1)=[O:5])[CH3:2]. (3) Given the reactants [CH3:1][O:2][C:3]1[CH:11]=[C:10]([N+:12]([O-:14])=[O:13])[CH:9]=[CH:8][C:4]=1[C:5]([OH:7])=O.S(Cl)(Cl)=O, predict the reaction product. The product is: [CH3:1][O:2][C:3]1[CH:11]=[C:10]([N+:12]([O-:14])=[O:13])[CH:9]=[CH:8][C:4]=1[C:5]([NH:12][CH:10]([CH3:11])[CH3:9])=[O:7].